Dataset: Forward reaction prediction with 1.9M reactions from USPTO patents (1976-2016). Task: Predict the product of the given reaction. (1) Given the reactants [C:1]([N:9]1[C:17]2[C:12](=[CH:13][CH:14]=[CH:15][CH:16]=2)[C:11](=[C:18](O)[C:19]2[CH:24]=[CH:23][CH:22]=[CH:21][CH:20]=2)[C:10]1=[O:26])(=[O:8])[C:2]1[CH:7]=[CH:6][CH:5]=[CH:4][CH:3]=1.P(Cl)(Cl)(Cl)(Cl)[Cl:28], predict the reaction product. The product is: [C:1]([N:9]1[C:17]2[C:12](=[CH:13][CH:14]=[CH:15][CH:16]=2)[C:11](=[C:18]([Cl:28])[C:19]2[CH:24]=[CH:23][CH:22]=[CH:21][CH:20]=2)[C:10]1=[O:26])(=[O:8])[C:2]1[CH:7]=[CH:6][CH:5]=[CH:4][CH:3]=1. (2) Given the reactants [N:1]1[C:10]2[C:5](=[CH:6][C:7]([O:11][CH:12]([CH2:30][CH3:31])[C:13]([NH:15][C:16]([CH3:29])([CH3:28])[C:17]#[C:18][CH:19]([O:24][SiH](C)C)C(C)(C)C)=[O:14])=[CH:8][CH:9]=2)[CH:4]=[CH:3][CH:2]=1.[F-].C([N+](CCCC)(CCCC)CCCC)CCC.CCCCCC.C(OCC)(=O)C, predict the reaction product. The product is: [N:1]1[C:10]2[C:5](=[CH:6][C:7]([O:11][CH:12]([CH2:30][CH3:31])[C:13]([NH:15][C:16]([CH3:28])([CH3:29])[C:17]#[C:18][CH2:19][OH:24])=[O:14])=[CH:8][CH:9]=2)[CH:4]=[CH:3][CH:2]=1. (3) Given the reactants [F:1][C:2]1[CH:3]=[CH:4][C:5]2[N:9]=[CH:8][N:7]([CH2:10][C:11]([OH:13])=O)[C:6]=2[C:14]=1[F:15].[NH2:16][CH:17]([C:19]1[CH:24]=[CH:23][C:22]([C:25]2([C:31]#[N:32])[CH2:30][CH2:29][S:28][CH2:27][CH2:26]2)=[CH:21][C:20]=1[CH3:33])[CH3:18].CCN(CC)CC.CN(C(ON1N=NC2C=CC=NC1=2)=[N+](C)C)C.F[P-](F)(F)(F)(F)F, predict the reaction product. The product is: [C:31]([C:25]1([C:22]2[CH:23]=[CH:24][C:19]([CH:17]([NH:16][C:11](=[O:13])[CH2:10][N:7]3[C:6]4[C:14]([F:15])=[C:2]([F:1])[CH:3]=[CH:4][C:5]=4[N:9]=[CH:8]3)[CH3:18])=[C:20]([CH3:33])[CH:21]=2)[CH2:26][CH2:27][S:28][CH2:29][CH2:30]1)#[N:32]. (4) Given the reactants [CH2:1]([O:3][C:4]([N:6]1[CH2:11][CH2:10][N:9]([C:12](=[O:42])[C@@H:13]([NH:23][C:24]([C:26]2[CH:30]=[C:29]([O:31][CH2:32][C:33](O)=[O:34])[N:28]([C:36]3[CH:41]=[CH:40][CH:39]=[CH:38][CH:37]=3)[N:27]=2)=[O:25])[CH2:14][CH2:15][C:16]([O:18][C:19]([CH3:22])([CH3:21])[CH3:20])=[O:17])[CH2:8][CH2:7]1)=[O:5])[CH3:2].C1C=NC2N(O)N=NC=2C=1.CCN(C(C)C)C(C)C.[CH3:62][O:63][C:64]([C@@H:66]1[CH2:70][C:69]([F:72])([F:71])[CH2:68][NH:67]1)=[O:65], predict the reaction product. The product is: [CH2:1]([O:3][C:4]([N:6]1[CH2:11][CH2:10][N:9]([C:12](=[O:42])[C@@H:13]([NH:23][C:24]([C:26]2[CH:30]=[C:29]([O:31][CH2:32][C:33]([N:67]3[CH2:68][C:69]([F:72])([F:71])[CH2:70][C@H:66]3[C:64]([O:63][CH3:62])=[O:65])=[O:34])[N:28]([C:36]3[CH:37]=[CH:38][CH:39]=[CH:40][CH:41]=3)[N:27]=2)=[O:25])[CH2:14][CH2:15][C:16]([O:18][C:19]([CH3:22])([CH3:21])[CH3:20])=[O:17])[CH2:8][CH2:7]1)=[O:5])[CH3:2]. (5) The product is: [N+:6]([C:9]1[CH:10]=[CH:11][C:12]([N:15]=[C:16]2[NH:5][CH2:4][CH2:3][S:17]2)=[CH:13][CH:14]=1)([O-:8])=[O:7]. Given the reactants [Cl-].Cl[CH2:3][CH2:4][NH3+:5].[N+:6]([C:9]1[CH:14]=[CH:13][C:12]([N:15]=[C:16]=[S:17])=[CH:11][CH:10]=1)([O-:8])=[O:7], predict the reaction product. (6) Given the reactants [CH3:1][N:2]1[CH2:8][CH2:7][CH:6]([OH:9])[C:5]2[CH:10]=[CH:11][O:12][C:4]=2[CH2:3]1.[Cl:13][C:14]1[CH:19]=[CH:18][CH:17]=[C:16]([Cl:20])[C:15]=1F, predict the reaction product. The product is: [ClH:13].[Cl:13][C:14]1[CH:19]=[CH:18][CH:17]=[C:16]([Cl:20])[C:15]=1[O:9][CH:6]1[CH2:7][CH2:8][N:2]([CH3:1])[CH2:3][C:4]2[O:12][CH:11]=[CH:10][C:5]1=2. (7) Given the reactants [NH:1]1[C:9]2[C:4](=[CH:5][CH:6]=[C:7]([CH:10]([C:16]3[CH:21]=[CH:20][C:19]([O:22][CH3:23])=[CH:18][CH:17]=3)[CH2:11][C:12]([NH:14][CH3:15])=O)[CH:8]=2)[CH:3]=[CH:2]1.N1C2C(=CC=CC=2C(C2C=CC=CC=2)CCNC)C=C1, predict the reaction product. The product is: [NH:1]1[C:9]2[C:4](=[CH:5][CH:6]=[C:7]([CH:10]([C:16]3[CH:17]=[CH:18][C:19]([O:22][CH3:23])=[CH:20][CH:21]=3)[CH2:11][CH2:12][NH:14][CH3:15])[CH:8]=2)[CH:3]=[CH:2]1.